This data is from NCI-60 drug combinations with 297,098 pairs across 59 cell lines. The task is: Regression. Given two drug SMILES strings and cell line genomic features, predict the synergy score measuring deviation from expected non-interaction effect. (1) Drug 1: C(CN)CNCCSP(=O)(O)O. Drug 2: N.N.Cl[Pt+2]Cl. Cell line: RXF 393. Synergy scores: CSS=28.1, Synergy_ZIP=-1.92, Synergy_Bliss=-4.09, Synergy_Loewe=-14.7, Synergy_HSA=-2.91. (2) Drug 1: C1=CC=C(C(=C1)C(C2=CC=C(C=C2)Cl)C(Cl)Cl)Cl. Drug 2: C1=NNC2=C1C(=O)NC=N2. Cell line: BT-549. Synergy scores: CSS=5.46, Synergy_ZIP=-1.43, Synergy_Bliss=-0.637, Synergy_Loewe=1.69, Synergy_HSA=0.286.